From a dataset of Forward reaction prediction with 1.9M reactions from USPTO patents (1976-2016). Predict the product of the given reaction. Given the reactants [NH:1]1[CH2:4][CH:3]([N:5]2[CH2:10][CH:9]=[C:8]([C:11]3[C:15]4[CH:16]=[N:17][C:18]([NH2:32])=[C:19]([O:20][C@@H:21]([C:23]5[C:28]([Cl:29])=[CH:27][CH:26]=[C:25]([F:30])[C:24]=5[Cl:31])[CH3:22])[C:14]=4[O:13][CH:12]=3)[CH2:7][CH2:6]2)[CH2:2]1.C[Si]([N:37]=[C:38]=[O:39])(C)C.CN(C=O)C.CCN(C(C)C)C(C)C.N, predict the reaction product. The product is: [NH2:32][C:18]1[N:17]=[CH:16][C:15]2[C:11]([C:8]3[CH2:7][CH2:6][N:5]([CH:3]4[CH2:2][N:1]([C:38]([NH2:37])=[O:39])[CH2:4]4)[CH2:10][CH:9]=3)=[CH:12][O:13][C:14]=2[C:19]=1[O:20][C@@H:21]([C:23]1[C:28]([Cl:29])=[CH:27][CH:26]=[C:25]([F:30])[C:24]=1[Cl:31])[CH3:22].